From a dataset of Forward reaction prediction with 1.9M reactions from USPTO patents (1976-2016). Predict the product of the given reaction. (1) The product is: [CH:50]1([S:53]([NH:56][C:45]([C@@:18]23[CH2:44][C@H:17]2[CH2:16][C:15]([F:49])([F:48])[CH2:14][CH2:13][CH2:12][CH2:11][CH2:10][C@H:9]([NH:8][C:6](=[O:7])[O:5][C:1]([CH3:4])([CH3:3])[CH3:2])[C:23](=[O:24])[N:22]2[CH2:25][C@H:26]([O:28][C:29]4[N:30]=[C:31]5[C:36](=[C:37]6[C:42]=4[CH:41]=[CH:40][CH:39]=[CH:38]6)[CH:35]=[CH:34][CH:33]=[CH:32]5)[CH2:27][C@H:21]2[C:20](=[O:43])[NH:19]3)=[O:46])(=[O:55])=[O:54])[CH2:52][CH2:51]1. Given the reactants [C:1]([O:5][C:6]([NH:8][C@@H:9]1[C:23](=[O:24])[N:22]2[CH2:25][C@H:26]([O:28][C:29]3[N:30]=[C:31]4[C:36](=[C:37]5[C:42]=3[CH:41]=[CH:40][CH:39]=[CH:38]5)[CH:35]=[CH:34][CH:33]=[CH:32]4)[CH2:27][C@H:21]2[C:20](=[O:43])[NH:19][C@:18]2([C:45](O)=[O:46])[CH2:44][C@H:17]2[CH2:16][C:15]([F:49])([F:48])[CH2:14][CH2:13][CH2:12][CH2:11][CH2:10]1)=[O:7])([CH3:4])([CH3:3])[CH3:2].[CH:50]1([S:53]([NH2:56])(=[O:55])=[O:54])[CH2:52][CH2:51]1.N1CCCN2CCCCCC=12, predict the reaction product. (2) The product is: [CH3:11][O:10][CH:9]([O:12][CH3:13])[C:5]1[CH:6]=[C:7]([CH3:8])[C:2]([CH:22]=[O:23])=[N:3][C:4]=1[CH3:14]. Given the reactants Br[C:2]1[C:7]([CH3:8])=[CH:6][C:5]([CH:9]([O:12][CH3:13])[O:10][CH3:11])=[C:4]([CH3:14])[N:3]=1.C([Li])CCC.CN(C)[CH:22]=[O:23].O, predict the reaction product. (3) Given the reactants [C:1]1([CH:7]2[CH2:12][NH:11][CH2:10][CH2:9][NH:8]2)[CH:6]=[CH:5][CH:4]=[CH:3][CH:2]=1.[Br:13][C:14]1[CH:22]=[CH:21][C:17]([C:18](Cl)=[O:19])=[CH:16][CH:15]=1, predict the reaction product. The product is: [Br:13][C:14]1[CH:22]=[CH:21][C:17]([C:18]([N:11]2[CH2:10][CH2:9][NH:8][CH:7]([C:1]3[CH:2]=[CH:3][CH:4]=[CH:5][CH:6]=3)[CH2:12]2)=[O:19])=[CH:16][CH:15]=1. (4) Given the reactants C([O:8][N:9]1[C:14]2[N:15]=[CH:16][N:17]=[C:18]([CH3:19])[C:13]=2[C:12]([NH:20][CH2:21][C:22]2[CH:27]=[CH:26][CH:25]=[C:24]([CH2:28][N:29]([CH3:31])[CH3:30])[CH:23]=2)=[CH:11][C:10]1=[O:32])C1C=CC=CC=1.CO.[H][H], predict the reaction product. The product is: [CH3:30][N:29]([CH2:28][C:24]1[CH:23]=[C:22]([CH:27]=[CH:26][CH:25]=1)[CH2:21][NH:20][C:12]1[C:13]2[C:18]([CH3:19])=[N:17][CH:16]=[N:15][C:14]=2[N:9]([OH:8])[C:10](=[O:32])[CH:11]=1)[CH3:31].